This data is from Catalyst prediction with 721,799 reactions and 888 catalyst types from USPTO. The task is: Predict which catalyst facilitates the given reaction. (1) Reactant: [CH3:1][C:2]1[CH:7]=[CH:6][N:5]=[CH:4][C:3]=1[OH:8].FC(F)(F)S(O[C:15]1[C:24]2[C:23](=[O:25])[N:22]([CH2:26][C:27]3[CH:32]=[CH:31][C:30]([O:33][CH3:34])=[CH:29][CH:28]=3)[C:21](=[O:35])[N:20]([C:36]3[CH:41]=[CH:40][C:39]([I:42])=[CH:38][C:37]=3[F:43])[C:19]=2[N:18]([CH3:44])[C:17](=[O:45])[CH:16]=1)(=O)=O.[H-].[Na+]. Product: [CH3:1][C:2]1[CH:7]=[CH:6][N:5]=[CH:4][C:3]=1[O:8][C:15]1[C:24]2[C:23](=[O:25])[N:22]([CH2:26][C:27]3[CH:28]=[CH:29][C:30]([O:33][CH3:34])=[CH:31][CH:32]=3)[C:21](=[O:35])[N:20]([C:36]3[CH:41]=[CH:40][C:39]([I:42])=[CH:38][C:37]=3[F:43])[C:19]=2[N:18]([CH3:44])[C:17](=[O:45])[CH:16]=1. The catalyst class is: 7. (2) Reactant: [CH3:1][O:2][C:3]([C:5]1[C:13]([NH:14][C:15]2[CH:20]=[CH:19][CH:18]=[CH:17][C:16]=2[Cl:21])=[C:12]([F:22])[C:8]2[N:9]=[CH:10][NH:11][C:7]=2[CH:6]=1)=[O:4].CC1C=CC(S(O)(=O)=O)=CC=1.O.C1C(=O)N([Br:42])C(=O)C1. Product: [CH3:1][O:2][C:3]([C:5]1[C:13]([NH:14][C:15]2[CH:20]=[CH:19][C:18]([Br:42])=[CH:17][C:16]=2[Cl:21])=[C:12]([F:22])[C:8]2[N:9]=[CH:10][NH:11][C:7]=2[CH:6]=1)=[O:4]. The catalyst class is: 1. (3) Reactant: Cl.[CH3:2][N:3]([CH3:31])[C:4]1[CH:29]=[C:28]([CH3:30])[CH:27]=[CH:26][C:5]=1[C:6]([NH:8][C:9]1[CH:14]=[CH:13][C:12]([N:15](C=O)[CH2:16][CH2:17][C:18]2[CH:23]=[CH:22][CH:21]=[CH:20][N:19]=2)=[CH:11][CH:10]=1)=[O:7]. Product: [CH3:31][N:3]([CH3:2])[C:4]1[CH:29]=[C:28]([CH3:30])[CH:27]=[CH:26][C:5]=1[C:6]([NH:8][C:9]1[CH:14]=[CH:13][C:12]([NH:15][CH2:16][CH2:17][C:18]2[CH:23]=[CH:22][CH:21]=[CH:20][N:19]=2)=[CH:11][CH:10]=1)=[O:7]. The catalyst class is: 5. (4) Reactant: Br[C:2]1[CH:17]=[CH:16][C:5]([CH2:6][N:7]2[CH2:12][CH2:11][NH:10][CH:9]([CH:13]([CH3:15])[CH3:14])[CH2:8]2)=[CH:4][CH:3]=1.[F:18][C:19]([F:30])([F:29])[C:20]1[CH:25]=[CH:24][CH:23]=[CH:22][C:21]=1B(O)O.C(=O)([O-])[O-].[Na+].[Na+].C1(C)C=CC=CC=1. Product: [CH:13]([CH:9]1[NH:10][CH2:11][CH2:12][N:7]([CH2:6][C:5]2[CH:16]=[CH:17][C:2]([C:21]3[CH:22]=[CH:23][CH:24]=[CH:25][C:20]=3[C:19]([F:30])([F:29])[F:18])=[CH:3][CH:4]=2)[CH2:8]1)([CH3:15])[CH3:14]. The catalyst class is: 461. (5) Reactant: [CH:1]1[C:6](=[O:7])[C:5]([OH:8])=[CH:4][O:3][C:2]=1[CH2:9][OH:10].C(=O)([O-])[O-].[K+].[K+].[I-].[K+].Cl[CH2:20][CH2:21][N:22]1[CH2:26][CH2:25][CH2:24][CH2:23]1. Product: [OH:10][CH2:9][C:2]1[O:3][CH:4]=[C:5]([O:8][CH2:20][CH2:21][N:22]2[CH2:26][CH2:25][CH2:24][CH2:23]2)[C:6](=[O:7])[CH:1]=1. The catalyst class is: 131. (6) Reactant: [F:1][C:2]1[C:3]2[N:4]([CH:15]=[C:16]([CH2:18][N:19]([CH2:30][CH2:31][CH3:32])[C@@H:20]3[C:29]4[N:28]=[CH:27][CH:26]=[CH:25][C:24]=4[CH2:23][CH2:22][CH2:21]3)[N:17]=2)[C:5]([N:8]2[CH2:13][CH2:12][N:11]([CH3:14])[CH2:10][CH2:9]2)=[CH:6][CH:7]=1.[Cl:33]N1C(=O)CCC1=O. Product: [Cl:33][C:15]1[N:4]2[C:5]([N:8]3[CH2:9][CH2:10][N:11]([CH3:14])[CH2:12][CH2:13]3)=[CH:6][CH:7]=[C:2]([F:1])[C:3]2=[N:17][C:16]=1[CH2:18][N:19]([CH2:30][CH2:31][CH3:32])[C@@H:20]1[C:29]2[N:28]=[CH:27][CH:26]=[CH:25][C:24]=2[CH2:23][CH2:22][CH2:21]1. The catalyst class is: 32. (7) Reactant: Cl.[NH2:2][CH:3]([C:5]([O:7][C:8]([CH3:11])([CH3:10])[CH3:9])=[O:6])[CH3:4].S([O-])([O-])(=O)=O.[Mg+2].[CH:18](=O)[C:19]1[CH:24]=[CH:23][CH:22]=[CH:21][CH:20]=1.C(N(CC)CC)C. Product: [CH:18](=[N:2][C@H:3]([C:5]([O:7][C:8]([CH3:11])([CH3:10])[CH3:9])=[O:6])[CH3:4])[C:19]1[CH:24]=[CH:23][CH:22]=[CH:21][CH:20]=1. The catalyst class is: 2.